Dataset: Forward reaction prediction with 1.9M reactions from USPTO patents (1976-2016). Task: Predict the product of the given reaction. (1) Given the reactants [Cl:1][C:2]1[N:7]=[C:6]([C:8](Cl)=[O:9])[CH:5]=[C:4]([Cl:11])[N:3]=1.[CH3:12][C:13]1[C:18]2[NH:19][C:20](=[O:22])[O:21][C:17]=2[CH:16]=[CH:15][CH:14]=1.[Cl-].[Cl-].[Cl-].[Al+3], predict the reaction product. The product is: [Cl:1][C:2]1[N:7]=[C:6]([C:8]([C:15]2[CH:14]=[C:13]([CH3:12])[C:18]3[NH:19][C:20](=[O:22])[O:21][C:17]=3[CH:16]=2)=[O:9])[CH:5]=[C:4]([Cl:11])[N:3]=1. (2) The product is: [CH2:34]([N:41]1[C:49]2[C:44](=[C:45]([NH:50][C:31]([C:28]3[N:25]4[CH:26]=[CH:27][C:22]([OH:21])=[CH:23][C:24]4=[N:30][CH:29]=3)=[O:33])[CH:46]=[CH:47][CH:48]=2)[CH:43]=[N:42]1)[C:35]1[CH:36]=[CH:37][CH:38]=[CH:39][CH:40]=1. Given the reactants CCN=C=NCCCN(C)C.CC1C=C(C)C=C(C)N=1.[OH:21][C:22]1[CH:27]=[CH:26][N:25]2[C:28]([C:31]([OH:33])=O)=[CH:29][N:30]=[C:24]2[CH:23]=1.[CH2:34]([N:41]1[C:49]2[CH:48]=[CH:47][CH:46]=[C:45]([NH2:50])[C:44]=2[CH:43]=[N:42]1)[C:35]1[CH:40]=[CH:39][CH:38]=[CH:37][CH:36]=1, predict the reaction product. (3) The product is: [NH2:1][C:2]1[C:11]2[CH:10]=[CH:9][CH:8]=[C:7]([C:25]3[CH:26]=[C:21]([F:20])[CH:22]=[CH:23][C:24]=3[F:27])[C:6]=2[N:5]=[C:4]2[CH2:13][N:14]([CH:17]3[CH2:19][CH2:18]3)[C:15](=[O:16])[C:3]=12. Given the reactants [NH2:1][C:2]1[C:11]2[CH:10]=[CH:9][CH:8]=[C:7](Br)[C:6]=2[N:5]=[C:4]2[CH2:13][N:14]([CH:17]3[CH2:19][CH2:18]3)[C:15](=[O:16])[C:3]=12.[F:20][C:21]1[CH:26]=[CH:25][C:24]([F:27])=[CH:23][C:22]=1B(O)O, predict the reaction product. (4) The product is: [CH3:16][C@H:17]1[NH:18][CH2:19][CH2:20][N:21]([CH2:2][C:3]([NH:5][C:6]2[CH:15]=[CH:14][CH:13]=[C:12]3[C:7]=2[CH:8]=[CH:9][CH:10]=[N:11]3)=[O:4])[CH2:22]1. Given the reactants Cl[CH2:2][C:3]([NH:5][C:6]1[CH:15]=[CH:14][CH:13]=[C:12]2[C:7]=1[CH:8]=[CH:9][CH:10]=[N:11]2)=[O:4].[CH3:16][C@@H:17]1[CH2:22][NH:21][CH2:20][CH2:19][NH:18]1, predict the reaction product. (5) The product is: [C:14]([O:18][C:19](=[O:20])[NH:7][C:8]1[CH:9]=[N:10][CH:11]=[CH:12][CH:13]=1)([CH3:17])([CH3:16])[CH3:15]. Given the reactants CC(C)([O-])C.[K+].[NH2:7][C:8]1[CH:9]=[N:10][CH:11]=[CH:12][CH:13]=1.[C:14]([O:18][C:19](O[C:19]([O:18][C:14]([CH3:17])([CH3:16])[CH3:15])=[O:20])=[O:20])([CH3:17])([CH3:16])[CH3:15].C(O)(=O)C, predict the reaction product. (6) Given the reactants [F:1][C:2]1[CH:10]=[C:9]([CH3:11])[CH:8]=[CH:7][C:3]=1[C:4]([OH:6])=[O:5].S(Cl)(Cl)=O.[C:16]1(C)C=CC=CC=1, predict the reaction product. The product is: [F:1][C:2]1[CH:10]=[C:9]([CH3:11])[CH:8]=[CH:7][C:3]=1[C:4]([O:6][CH3:16])=[O:5]. (7) Given the reactants [NH2:1][C:2]1[CH:15]=[CH:14][C:5]2[CH2:6][CH2:7][CH2:8][C:9](=[O:13])[N:10]([CH2:11][CH3:12])[C:4]=2[CH:3]=1.[Br:16][C:17]1[C:18]([NH:24][C:25]2[C:34]([F:35])=[CH:33][CH:32]=[CH:31][C:26]=2[C:27]([NH:29][CH3:30])=[O:28])=[N:19][C:20](Cl)=[N:21][CH:22]=1, predict the reaction product. The product is: [Br:16][C:17]1[C:18]([NH:24][C:25]2[C:34]([F:35])=[CH:33][CH:32]=[CH:31][C:26]=2[C:27]([NH:29][CH3:30])=[O:28])=[N:19][C:20]([NH:1][C:2]2[CH:15]=[CH:14][C:5]3[CH2:6][CH2:7][CH2:8][C:9](=[O:13])[N:10]([CH2:11][CH3:12])[C:4]=3[CH:3]=2)=[N:21][CH:22]=1. (8) Given the reactants Br[C:2]1[C:7]([CH3:8])=[CH:6][CH:5]=[CH:4][N:3]=1.[C:9]([O-:12])([O-])=[O:10].[K+].[K+].N#N.C(OC([C:24]1[CH:25]=[C:26](B(O)O)[CH:27]=[CH:28][CH:29]=1)=O)CCC.C(Cl)Cl.CS(O)(=O)=O.[OH-].[Na+].[CH3:43][C:44]1[C:45](O[C:43](=O)[C:44]2[CH:49]=CC=C[CH:45]=2)=NC=C[CH:49]=1, predict the reaction product. The product is: [C:44]([O:12][C:9](=[O:10])[C:29]1[CH:24]=[CH:25][CH:26]=[C:27]([C:2]2[C:7]([CH3:8])=[CH:6][CH:5]=[CH:4][N:3]=2)[CH:28]=1)([CH3:45])([CH3:49])[CH3:43].